This data is from Catalyst prediction with 721,799 reactions and 888 catalyst types from USPTO. The task is: Predict which catalyst facilitates the given reaction. (1) Reactant: [Cl:1][C:2]1[CH:24]=[C:23]([C:25]([NH:27][CH2:28][C:29]2[CH:34]=[CH:33][CH:32]=[C:31]([OH:35])[CH:30]=2)=[O:26])[CH:22]=[C:21]([Cl:36])[C:3]=1[C:4]([NH:6][C@H:7]([C:17]([O:19]C)=[O:18])[CH2:8][NH:9][C:10]([C:12]1[S:13][CH:14]=[CH:15][CH:16]=1)=[O:11])=[O:5].[OH-].[Na+]. Product: [Cl:1][C:2]1[CH:24]=[C:23]([C:25]([NH:27][CH2:28][C:29]2[CH:34]=[CH:33][CH:32]=[C:31]([OH:35])[CH:30]=2)=[O:26])[CH:22]=[C:21]([Cl:36])[C:3]=1[C:4]([NH:6][C@H:7]([C:17]([OH:19])=[O:18])[CH2:8][NH:9][C:10]([C:12]1[S:13][CH:14]=[CH:15][CH:16]=1)=[O:11])=[O:5]. The catalyst class is: 24. (2) Reactant: [NH2:1][C@H:2]([CH2:5][CH2:6][CH2:7][CH3:8])[CH2:3][OH:4].CN(C(ON1N=NC2C=CC=NC1=2)=[N+](C)C)C.F[P-](F)(F)(F)(F)F.C(N(CC)C(C)C)(C)C.[Cl:42][C:43]1[CH:44]=[C:45]([O:56][CH2:57][C:58]2[C:63]([F:64])=[CH:62][CH:61]=[CH:60][C:59]=2[F:65])[C:46]2[N:47]([C:49]([C:53](O)=[O:54])=[C:50]([CH3:52])[N:51]=2)[CH:48]=1. Product: [Cl:42][C:43]1[CH:44]=[C:45]([O:56][CH2:57][C:58]2[C:59]([F:65])=[CH:60][CH:61]=[CH:62][C:63]=2[F:64])[C:46]2[N:47]([C:49]([C:53]([NH:1][C@H:2]([CH2:5][CH2:6][CH2:7][CH3:8])[CH2:3][OH:4])=[O:54])=[C:50]([CH3:52])[N:51]=2)[CH:48]=1. The catalyst class is: 3. (3) Reactant: C(OC([NH:8][C@@H:9]1[CH2:11][C@H:10]1[C:12]1[CH:13]=[C:14]([CH:19]=[CH:20][C:21]=1[F:22])[C:15]([O:17][CH3:18])=[O:16])=O)(C)(C)C.[ClH:23].CO. Product: [ClH:23].[NH2:8][C@@H:9]1[CH2:11][C@H:10]1[C:12]1[CH:13]=[C:14]([CH:19]=[CH:20][C:21]=1[F:22])[C:15]([O:17][CH3:18])=[O:16]. The catalyst class is: 5. (4) Reactant: [CH2:1]([C:4]1[C:5]([Cl:14])=[N:6][C:7]2[N:8]([N:11]=[CH:12][CH:13]=2)[C:9]=1[Cl:10])[CH:2]=[CH2:3].[OH-:15].[Na+].OO. Product: [Cl:14][C:5]1[C:4]([CH2:1][CH2:2][CH2:3][OH:15])=[C:9]([Cl:10])[N:8]2[N:11]=[CH:12][CH:13]=[C:7]2[N:6]=1. The catalyst class is: 7. (5) Reactant: [Li]CCCC.[CH3:6][N:7]([CH3:30])[S:8]([N:11]1[C:15](SC2C=CC=CC=2)=[CH:14][N:13]=[C:12]1[Si:23]([C:26]([CH3:29])([CH3:28])[CH3:27])([CH3:25])[CH3:24])(=[O:10])=[O:9].[CH2:31]([O:33]CC)C. Product: [CH3:30][N:7]([CH3:6])[S:8]([N:11]1[C:15]([CH:31]=[O:33])=[CH:14][N:13]=[C:12]1[Si:23]([C:26]([CH3:28])([CH3:29])[CH3:27])([CH3:24])[CH3:25])(=[O:10])=[O:9]. The catalyst class is: 629. (6) Reactant: C([O-])([O-])=O.[K+].[K+].[F:7][C:8]1[CH:13]=[CH:12][C:11]([C:14]2[NH:18][C:17](=[S:19])[N:16]([CH3:20])[C:15]=2[C:21]2[CH:26]=[CH:25][N:24]=[C:23]([NH:27][C:28](=[O:30])[CH3:29])[CH:22]=2)=[CH:10][CH:9]=1.Cl[CH2:32][C:33]([N:35]([CH2:39][CH2:40][OH:41])[CH2:36][CH2:37][OH:38])=[O:34]. Product: [C:28]([NH:27][C:23]1[CH:22]=[C:21]([C:15]2[N:16]([CH3:20])[C:17]([S:19][CH2:32][C:33]([N:35]([CH2:39][CH2:40][OH:41])[CH2:36][CH2:37][OH:38])=[O:34])=[N:18][C:14]=2[C:11]2[CH:12]=[CH:13][C:8]([F:7])=[CH:9][CH:10]=2)[CH:26]=[CH:25][N:24]=1)(=[O:30])[CH3:29]. The catalyst class is: 21. (7) Reactant: [H-].[Na+].[CH2:3]([O:5][C:6]([C:8]1[NH:9][C:10]2[C:15]([CH:16]=1)=[C:14]([Br:17])[CH:13]=[CH:12][CH:11]=2)=[O:7])[CH3:4].Cl[CH2:19][C:20]#[N:21]. Product: [CH2:3]([O:5][C:6]([C:8]1[N:9]([CH2:19][C:20]#[N:21])[C:10]2[C:15]([CH:16]=1)=[C:14]([Br:17])[CH:13]=[CH:12][CH:11]=2)=[O:7])[CH3:4]. The catalyst class is: 9.